From a dataset of HIV replication inhibition screening data with 41,000+ compounds from the AIDS Antiviral Screen. Binary Classification. Given a drug SMILES string, predict its activity (active/inactive) in a high-throughput screening assay against a specified biological target. (1) The result is 0 (inactive). The molecule is CC1(O)Cn2c(nc3nccnc32)S1. (2) The molecule is C=C1C(=O)SC(=NCc2ccccc2)N1C. The result is 0 (inactive). (3) The compound is Cc1ccc(NC(S)=C(C(=O)c2ccc([N+](=O)[O-])cc2)[n+]2ccccc2)c(C)c1. The result is 0 (inactive). (4) The molecule is O=S(=O)(c1cc(Cl)ccc1Cl)N1CCN(c2cccc(Cl)c2)CC1. The result is 0 (inactive).